This data is from Full USPTO retrosynthesis dataset with 1.9M reactions from patents (1976-2016). The task is: Predict the reactants needed to synthesize the given product. (1) Given the product [OH:18][CH:19]([C:21]1[CH:25]=[N:24][N:23]([CH2:26][C@@H:27]2[C@H:30]([NH:31][C:32](=[O:34])[O:33][CH2:56][C:55]3[CH:38]=[CH:37][CH:36]=[CH:58][CH:54]=3)[C:29](=[O:35])[NH:28]2)[N:22]=1)[CH3:20], predict the reactants needed to synthesize it. The reactants are: [Si]([O:18][CH:19]([C:21]1[CH:25]=[N:24][N:23]([CH2:26][C@@H:27]2[C@H:30]([NH:31][C:32](=[O:34])[O-:33])[C:29](=[O:35])[NH:28]2)[N:22]=1)[CH3:20])(C(C)(C)C)(C1C=CC=CC=1)C1C=CC=CC=1.[CH3:36][CH2:37][CH2:38]C[N+](CCCC)(CCCC)CCCC.[F-].[CH2:54]1[CH2:58]O[CH2:56][CH2:55]1. (2) Given the product [BrH:12].[Cl:11][C:8]1[CH:7]=[C:3]([C:4]([NH2:6])=[O:5])[C:2](=[NH:1])[N:10]([CH2:13][C:14]2[CH:19]=[CH:18][C:17]([Cl:20])=[CH:16][C:15]=2[S:21]([CH3:24])(=[O:23])=[O:22])[CH:9]=1, predict the reactants needed to synthesize it. The reactants are: [NH2:1][C:2]1[N:10]=[CH:9][C:8]([Cl:11])=[CH:7][C:3]=1[C:4]([NH2:6])=[O:5].[Br:12][CH2:13][C:14]1[CH:19]=[CH:18][C:17]([Cl:20])=[CH:16][C:15]=1[S:21]([CH3:24])(=[O:23])=[O:22]. (3) The reactants are: [F:1][C:2]1[CH:28]=[CH:27][C:5]([CH2:6][O:7][CH2:8][C:9]([NH:11][CH2:12][CH2:13][CH2:14][C:15]2[CH:20]=[CH:19][C:18]([O:21][C@@H:22]3[CH2:26][CH2:25][NH:24][CH2:23]3)=[CH:17][CH:16]=2)=[O:10])=[CH:4][CH:3]=1.BrC[CH2:31][C:32]1N[C:34]2[C:39]([CH:40]=1)=C[CH:37]=[CH:36][CH:35]=2.C(=O)([O-])[O-].[K+].[K+].[CH3:47][N:48]([CH:50]=O)C. Given the product [NH:48]1[C:47]2[C:39](=[CH:34][CH:35]=[CH:36][CH:37]=2)[C:40]([CH2:32][CH2:31][N:24]2[CH2:25][CH2:26][C@@H:22]([O:21][C:18]3[CH:19]=[CH:20][C:15]([CH2:14][CH2:13][CH2:12][NH:11][C:9](=[O:10])[CH2:8][O:7][CH2:6][C:5]4[CH:4]=[CH:3][C:2]([F:1])=[CH:28][CH:27]=4)=[CH:16][CH:17]=3)[CH2:23]2)=[CH:50]1, predict the reactants needed to synthesize it.